Predict the reactants needed to synthesize the given product. From a dataset of Full USPTO retrosynthesis dataset with 1.9M reactions from patents (1976-2016). (1) Given the product [CH2:31]([N:30]([CH2:33][CH3:34])[CH2:29][C:28]1[NH:27][N:26]=[C:5]([C:7]2[CH:8]=[C:9]3[C:13](=[CH:14][CH:15]=2)[NH:12][N:11]=[C:10]3[C:16]2[CH:21]=[CH:20][C:19]([F:22])=[CH:18][CH:17]=2)[N:6]=1)[CH3:32], predict the reactants needed to synthesize it. The reactants are: Cl.C(O[C:5]([C:7]1[CH:8]=[C:9]2[C:13](=[CH:14][CH:15]=1)[NH:12][N:11]=[C:10]2[C:16]1[CH:21]=[CH:20][C:19]([F:22])=[CH:18][CH:17]=1)=[NH:6])C.C[O-].[Na+].[NH2:26][NH:27][C:28](=O)[CH2:29][N:30]([CH2:33][CH3:34])[CH2:31][CH3:32]. (2) Given the product [Cl:35][C:1]([C:4]1[S:8][C:7]([NH:9][C:10](=[O:25])[C:11]2[CH:16]=[C:15]([C:17]([F:20])([F:19])[F:18])[CH:14]=[C:13]([C:21]([F:24])([F:23])[F:22])[CH:12]=2)=[N:6][C:5]=1[C:26]([F:32])([F:31])[C:27]([F:30])([F:29])[F:28])=[O:2], predict the reactants needed to synthesize it. The reactants are: [C:1]([C:4]1[S:8][C:7]([NH:9][C:10](=[O:25])[C:11]2[CH:16]=[C:15]([C:17]([F:20])([F:19])[F:18])[CH:14]=[C:13]([C:21]([F:24])([F:23])[F:22])[CH:12]=2)=[N:6][C:5]=1[C:26]([F:32])([F:31])[C:27]([F:30])([F:29])[F:28])(O)=[O:2].S(Cl)([Cl:35])=O.